This data is from Peptide-MHC class II binding affinity with 134,281 pairs from IEDB. The task is: Regression. Given a peptide amino acid sequence and an MHC pseudo amino acid sequence, predict their binding affinity value. This is MHC class II binding data. The peptide sequence is GFVGLCRTLGSKCVR. The MHC is DRB1_1501 with pseudo-sequence DRB1_1501. The binding affinity (normalized) is 0.633.